From a dataset of Catalyst prediction with 721,799 reactions and 888 catalyst types from USPTO. Predict which catalyst facilitates the given reaction. (1) Reactant: [NH2:1][C@H:2]([C:26]1[CH:31]=[CH:30][C:29]([O:32][CH2:33][C@H:34]([OH:37])[CH2:35][OH:36])=[CH:28][CH:27]=1)[C:3]([NH:5][C@@H:6]([C@H:18]([C:20]1[CH:25]=[CH:24][CH:23]=[CH:22][CH:21]=1)[CH3:19])[C:7]([NH:9][C:10]1[CH:15]=[CH:14][C:13]([I:16])=[CH:12][C:11]=1[Cl:17])=[O:8])=[O:4].C(N(CC)CC)C.Cl[Si:46]([CH3:49])([CH3:48])[CH3:47]. The catalyst class is: 13. Product: [NH2:1][C@H:2]([C:26]1[CH:31]=[CH:30][C:29]([O:32][CH2:33][C@H:34]([O:37][Si:46]([CH3:49])([CH3:48])[CH3:47])[CH2:35][O:36][Si:46]([CH3:49])([CH3:48])[CH3:47])=[CH:28][CH:27]=1)[C:3]([NH:5][C@@H:6]([C@H:18]([C:20]1[CH:25]=[CH:24][CH:23]=[CH:22][CH:21]=1)[CH3:19])[C:7]([NH:9][C:10]1[CH:15]=[CH:14][C:13]([I:16])=[CH:12][C:11]=1[Cl:17])=[O:8])=[O:4]. (2) Reactant: [OH-].[Na+].[N:3]1[CH:8]=[CH:7][CH:6]=[CH:5][C:4]=1[C:9]#[C:10][C:11]1[CH:12]=[C:13]([CH:18]=[CH:19][C:20]=1[C:21]([F:24])([F:23])[F:22])[C:14]([O:16]C)=[O:15].Cl.[Cl-].[Na+]. Product: [N:3]1[CH:8]=[CH:7][CH:6]=[CH:5][C:4]=1[C:9]#[C:10][C:11]1[CH:12]=[C:13]([CH:18]=[CH:19][C:20]=1[C:21]([F:22])([F:23])[F:24])[C:14]([OH:16])=[O:15]. The catalyst class is: 83. (3) Reactant: [H-].[Na+].[CH3:3][O:4][C:5]1[CH:6]=[CH:7]C2N[C:13](=O)[CH2:12][C:11](=[O:16])[N:10]([CH3:17])[C:9]=2[CH:18]=1.[CH3:19]I.O.[CH3:22][N:23]([CH:25]=[O:26])[CH3:24]. The catalyst class is: 13. Product: [CH3:3][O:4][C:5]1[CH:6]=[CH:7][C:22]2[N:23]([CH3:24])[C:25](=[O:26])[C:12]([CH3:13])([CH3:19])[C:11](=[O:16])[N:10]([CH3:17])[C:9]=2[CH:18]=1. (4) The catalyst class is: 5. Product: [Cl:33][C:27]1[C:26]([C@H:22]2[CH2:23][CH2:24][CH2:25][N:21]2[C:18]2[CH:19]=[CH:20][N:15]3[N:14]=[CH:13][C:12]([C:10]([NH:9][O:8][CH2:7][CH2:6][OH:5])=[O:11])=[C:16]3[N:17]=2)=[CH:31][C:30]([F:32])=[CH:29][N:28]=1. Reactant: C([O:5][CH2:6][CH2:7][O:8][NH:9][C:10]([C:12]1[CH:13]=[N:14][N:15]2[CH:20]=[CH:19][C:18]([N:21]3[CH2:25][CH2:24][CH2:23][C@@H:22]3[C:26]3[C:27]([Cl:33])=[N:28][CH:29]=[C:30]([F:32])[CH:31]=3)=[N:17][C:16]=12)=[O:11])(C)(C)C.Cl. (5) Reactant: [S-:1][C:2]#[N:3].[NH4+].[Cl-].[CH3:6][C:7](C)=[O:8].[CH3:10][C:11]1[CH:17]=[CH:16][C:15]([N+:18]([O-:20])=[O:19])=[CH:14][C:12]=1[NH2:13]. Product: [C:7]([NH:3][C:2]([NH:13][C:12]1[CH:14]=[C:15]([N+:18]([O-:20])=[O:19])[CH:16]=[CH:17][C:11]=1[CH3:10])=[S:1])(=[O:8])[CH3:6]. The catalyst class is: 6. (6) Reactant: FC(F)(F)S(O[C:7]1[CH:12]=[CH:11][CH:10]=[C:9]([CH2:13][CH2:14][CH2:15][CH3:16])[N:8]=1)(=O)=O.[Cl-].[Li+].[Br-].[CH3:22][C:23]1[N:28]=[C:27]([Zn+])[CH:26]=[CH:25][CH:24]=1. Product: [CH2:13]([C:9]1[N:8]=[C:7]([C:27]2[CH:26]=[CH:25][CH:24]=[C:23]([CH3:22])[N:28]=2)[CH:12]=[CH:11][CH:10]=1)[CH2:14][CH2:15][CH3:16]. The catalyst class is: 602.